This data is from Full USPTO retrosynthesis dataset with 1.9M reactions from patents (1976-2016). The task is: Predict the reactants needed to synthesize the given product. (1) Given the product [CH2:1]([O:8][C:9]([C@H:11]1[CH2:15][CH2:14][CH2:13][N:12]1[C:16](=[O:19])[CH2:17][CH2:18][N:24]([CH2:18][CH2:17][C:16]([N:12]1[CH2:13][CH2:14][CH2:15][C@@H:11]1[C:9]([O:8][CH2:1][C:2]1[CH:3]=[CH:4][CH:5]=[CH:6][CH:7]=1)=[O:10])=[O:19])[CH2:23][CH:20]1[CH2:22][CH2:21]1)=[O:10])[C:2]1[CH:3]=[CH:4][CH:5]=[CH:6][CH:7]=1, predict the reactants needed to synthesize it. The reactants are: [CH2:1]([O:8][C:9]([C@H:11]1[CH2:15][CH2:14][CH2:13][N:12]1[C:16](=[O:19])[CH:17]=[CH2:18])=[O:10])[C:2]1[CH:7]=[CH:6][CH:5]=[CH:4][CH:3]=1.[CH:20]1([CH2:23][NH2:24])[CH2:22][CH2:21]1. (2) The reactants are: Br[C:2]1[CH:7]=[C:6]([O:8][C:9]2[CH:14]=[CH:13][CH:12]=[CH:11][CH:10]=2)[CH:5]=[CH:4][C:3]=1[CH:15]([OH:22])[CH2:16][N:17]1[CH:21]=[CH:20][N:19]=[N:18]1.[B:23](OC(C)C)(OC(C)C)[O:24]C(C)C.C1COCC1.[Li]CCCC. Given the product [O:8]([C:6]1[CH:5]=[CH:4][C:3]2[CH:15]([CH2:16][N:17]3[CH:21]=[CH:20][N:19]=[N:18]3)[O:22][B:23]([OH:24])[C:2]=2[CH:7]=1)[C:9]1[CH:14]=[CH:13][CH:12]=[CH:11][CH:10]=1, predict the reactants needed to synthesize it. (3) Given the product [NH2:1][C:2]1[C:11]2[CH:10]=[CH:9][CH:8]=[C:7]([C:25]3[CH:26]=[CH:27][C:22]([F:21])=[CH:23][C:24]=3[O:31][CH3:32])[C:6]=2[N:5]=[C:4]2[CH2:13][N:14]([CH:17]3[CH2:20][CH2:19][CH2:18]3)[C:15](=[O:16])[C:3]=12, predict the reactants needed to synthesize it. The reactants are: [NH2:1][C:2]1[C:11]2[CH:10]=[CH:9][CH:8]=[C:7](Br)[C:6]=2[N:5]=[C:4]2[CH2:13][N:14]([CH:17]3[CH2:20][CH2:19][CH2:18]3)[C:15](=[O:16])[C:3]=12.[F:21][C:22]1[CH:27]=[CH:26][C:25](B(O)O)=[C:24]([O:31][CH3:32])[CH:23]=1. (4) Given the product [NH2:1][CH2:2][C@@:3]([C:8]1[CH:13]=[CH:12][CH:11]=[CH:10][CH:9]=1)([OH:7])[CH2:4][CH2:5][CH3:6], predict the reactants needed to synthesize it. The reactants are: [NH2:1][CH2:2][C@:3]([C:8]1[CH:13]=[CH:12][CH:11]=[CH:10][CH:9]=1)([OH:7])[CH2:4][CH2:5][CH3:6].C1([C@](O)(CCC)CN[C@H](C2C=CC=CC=2)C)C=CC=CC=1. (5) Given the product [CH2:9]([NH:16][C:17]([C:19]1[S:23][C:22]([N:24]2[CH2:29][CH2:28][CH2:27][C:26](=[CH:1][C:2]3[CH:3]=[N:4][CH:5]=[CH:6][CH:7]=3)[C:25]2=[O:30])=[N:21][C:20]=1[CH3:31])=[O:18])[C:10]1[CH:15]=[CH:14][CH:13]=[CH:12][CH:11]=1, predict the reactants needed to synthesize it. The reactants are: [CH:1](=O)[C:2]1[CH:7]=[CH:6][CH:5]=[N:4][CH:3]=1.[CH2:9]([NH:16][C:17]([C:19]1[S:23][C:22]([N:24]2[CH2:29][CH2:28][CH2:27][CH2:26][C:25]2=[O:30])=[N:21][C:20]=1[CH3:31])=[O:18])[C:10]1[CH:15]=[CH:14][CH:13]=[CH:12][CH:11]=1. (6) Given the product [CH3:21][O:22][C:23]1[NH:25][C:4](=[O:5])[CH:6]=[C:7]([C:9]([OH:11])=[O:10])[N:24]=1, predict the reactants needed to synthesize it. The reactants are: CCO[C:4]([CH2:6][C:7]([C:9]([O:11]CC)=[O:10])=O)=[O:5].[OH-].[Na+].S(O)(O)(=O)=O.[CH3:21][O:22][C:23](=[NH:25])[NH2:24].Cl. (7) Given the product [Br:13][C:14]1[S:18][C:17]([S:19]([NH:1][C:2]2[CH:11]=[CH:10][C:5]([C:6]([O:8][CH3:9])=[O:7])=[C:4]([OH:12])[CH:3]=2)(=[O:21])=[O:20])=[CH:16][C:15]=1[Cl:23], predict the reactants needed to synthesize it. The reactants are: [NH2:1][C:2]1[CH:3]=[C:4]([OH:12])[C:5](=[CH:10][CH:11]=1)[C:6]([O:8][CH3:9])=[O:7].[Br:13][C:14]1[S:18][C:17]([S:19](Cl)(=[O:21])=[O:20])=[CH:16][C:15]=1[Cl:23].